This data is from Catalyst prediction with 721,799 reactions and 888 catalyst types from USPTO. The task is: Predict which catalyst facilitates the given reaction. (1) Reactant: [Li+].[Cl-].[CH3:3][O:4][C:5]([CH2:7]P(OC)(OC)=O)=[O:6].C1CCN2C(=NCCC2)CC1.[O:25]1[CH2:30][CH2:29][CH2:28][CH2:27][CH:26]1[O:31][C:32]1[CH:33]=[C:34]([C:38]23[CH2:45][CH2:44][C:41]([CH2:46][CH2:47][CH:48]=O)([CH2:42][CH2:43]2)[CH2:40][O:39]3)[CH:35]=[CH:36][CH:37]=1. Product: [O:25]1[CH2:30][CH2:29][CH2:28][CH2:27][CH:26]1[O:31][C:32]1[CH:33]=[C:34]([C:38]23[CH2:45][CH2:44][C:41]([CH2:46][CH2:47]/[CH:48]=[CH:7]/[C:5]([O:4][CH3:3])=[O:6])([CH2:42][CH2:43]2)[CH2:40][O:39]3)[CH:35]=[CH:36][CH:37]=1. The catalyst class is: 23. (2) Reactant: O[O:2][S:3]([O-:5])=O.[K+].[OH:7][C:8]1[CH:9]=[CH:10][C:11]2S[CH:14]=[CH:13][C:12]=2[CH:16]=1. Product: [O:2]=[S:3]1(=[O:5])[CH:14]=[CH:13][C:12]2[CH:16]=[C:8]([OH:7])[CH:9]=[CH:10][C:11]1=2. The catalyst class is: 72. (3) Reactant: [CH:1]([O:14][C:15]1[CH:20]=[CH:19][C:18]([CH2:21]O)=[CH:17][CH:16]=1)([C:8]1[CH:13]=[CH:12][CH:11]=[CH:10][CH:9]=1)[C:2]1[CH:7]=[CH:6][CH:5]=[CH:4][CH:3]=1.N1C=CC=CC=1.P(Br)(Br)[Br:30]. Product: [Br:30][CH2:21][C:18]1[CH:19]=[CH:20][C:15]([O:14][CH:1]([C:8]2[CH:13]=[CH:12][CH:11]=[CH:10][CH:9]=2)[C:2]2[CH:7]=[CH:6][CH:5]=[CH:4][CH:3]=2)=[CH:16][CH:17]=1. The catalyst class is: 11. (4) Reactant: [Br:1][C:2]1[CH:19]=[CH:18][C:5]([N:6]([CH3:17])[S:7]([C:10]2[CH:15]=[CH:14][C:13]([CH3:16])=[CH:12][CH:11]=2)(=[O:9])=[O:8])=[CH:4][CH:3]=1.[N+:20]([O-])([OH:22])=[O:21].O. Product: [Br:1][C:2]1[CH:19]=[CH:18][C:5]([N:6]([CH3:17])[S:7]([C:10]2[CH:15]=[CH:14][C:13]([CH3:16])=[CH:12][CH:11]=2)(=[O:9])=[O:8])=[C:4]([N+:20]([O-:22])=[O:21])[CH:3]=1. The catalyst class is: 15. (5) Reactant: [NH2:1][CH2:2][CH2:3][O:4][C:5]1[C:6]([C:16]([O:18]C)=O)=[C:7]([CH3:15])[C:8]([O:11][CH:12]([CH3:14])[CH3:13])=[N:9][CH:10]=1.CC[O-].[Na+]. Product: [CH3:15][C:7]1[C:6]2[C:16](=[O:18])[NH:1][CH2:2][CH2:3][O:4][C:5]=2[CH:10]=[N:9][C:8]=1[O:11][CH:12]([CH3:14])[CH3:13]. The catalyst class is: 14. (6) Reactant: [Cl:1][C:2]1[CH:11]=[C:10]([Cl:12])[C:5]([C:6]([O:8]C)=[O:7])=[C:4]([N+:13]([O-:15])=[O:14])[C:3]=1[O:16][CH3:17].[OH-].[Na+]. Product: [Cl:1][C:2]1[CH:11]=[C:10]([Cl:12])[C:5]([C:6]([OH:8])=[O:7])=[C:4]([N+:13]([O-:15])=[O:14])[C:3]=1[O:16][CH3:17]. The catalyst class is: 5.